From a dataset of Forward reaction prediction with 1.9M reactions from USPTO patents (1976-2016). Predict the product of the given reaction. (1) Given the reactants [C:1]([O:4][C@@H:5]1[C@@H:10]([O:11][C:12](=[O:14])[CH3:13])[C@H:9]([O:15][C:16](=[O:18])[CH3:17])[CH2:8][S:7][CH:6]1Br)(=[O:3])[CH3:2].[C:20]([C:23]1[C:24]([OH:36])=[C:25]([O:34][CH3:35])[C:26]2[O:30][CH:29]=[CH:28][C:27]=2[C:31]=1[O:32][CH3:33])(=[O:22])[CH3:21], predict the reaction product. The product is: [C:1]([O:4][C@@H:5]1[C@@H:10]([O:11][C:12](=[O:14])[CH3:13])[C@H:9]([O:15][C:16](=[O:18])[CH3:17])[CH2:8][S:7][C@H:6]1[O:36][C:24]1[C:23]([C:20](=[O:22])[CH3:21])=[C:31]([O:32][CH3:33])[C:27]2[CH:28]=[CH:29][O:30][C:26]=2[C:25]=1[O:34][CH3:35])(=[O:3])[CH3:2]. (2) Given the reactants [N+](=[C:3](P(=O)(OC)OC)C(=O)C)=[N-].[NH2:13][C:14]1[C:15]2[C:22]([Br:23])=[CH:21][N:20]([C@@H:24]3[O:28][C@@:27]([CH2:31]O)([CH:29]=[O:30])[C@@H:26]([O:33][Si:34]([C:37]([CH3:40])([CH3:39])[CH3:38])([CH3:36])[CH3:35])[CH2:25]3)[C:16]=2[N:17]=[CH:18][N:19]=1.C(=O)([O-])[O-].[K+].[K+], predict the reaction product. The product is: [NH2:13][C:14]1[C:15]2[C:22]([Br:23])=[CH:21][N:20]([C@@H:24]3[O:28][C@@:27]([CH2:29][OH:30])([C:31]#[CH:3])[C@@H:26]([O:33][Si:34]([C:37]([CH3:39])([CH3:40])[CH3:38])([CH3:35])[CH3:36])[CH2:25]3)[C:16]=2[N:17]=[CH:18][N:19]=1. (3) Given the reactants [Cl:1][C:2]1[CH:9]=[C:8]([N:10]2[C:14](=[O:15])[CH:13]=[C:12]([OH:16])[CH:11]2[CH2:17][CH2:18][CH3:19])[CH:7]=[CH:6][C:3]=1[C:4]#[N:5].C(O)(=O)C.[BH4-].[Na+].O, predict the reaction product. The product is: [Cl:1][C:2]1[CH:9]=[C:8]([N:10]2[C:14](=[O:15])[CH2:13][C@H:12]([OH:16])[C@@H:11]2[CH2:17][CH2:18][CH3:19])[CH:7]=[CH:6][C:3]=1[C:4]#[N:5]. (4) Given the reactants Br.[NH2:2][C:3]1[S:4][C:5](Br)=[CH:6][N:7]=1.C(=O)([O-])[O-].[K+].[K+].[NH:15]1[CH:19]=[CH:18][N:17]=[CH:16]1, predict the reaction product. The product is: [N:15]1([C:5]2[S:4][C:3]([NH2:2])=[N:7][CH:6]=2)[CH:19]=[CH:18][N:17]=[CH:16]1. (5) Given the reactants [CH3:1][C:2]1[CH:10]=[C:9]([CH3:11])[CH:8]=[CH:7][C:3]=1[C:4]([OH:6])=[O:5].II.[I:14]([O-])(=O)(=O)=O.[Na+].S(=O)(=O)(O)O, predict the reaction product. The product is: [I:14][C:8]1[C:9]([CH3:11])=[CH:10][C:2]([CH3:1])=[C:3]([CH:7]=1)[C:4]([OH:6])=[O:5]. (6) Given the reactants Cl[C:2]1[N:6]([CH:7]([CH3:9])[CH3:8])[N:5]=[CH:4][C:3]=1[N+:10]([O-:12])=[O:11].[NH:13]1[CH2:19][CH2:18][CH2:17][C@@H:16]([NH:20][C:21](=[O:26])[C:22]([F:25])([F:24])[F:23])[CH2:15][CH2:14]1, predict the reaction product. The product is: [F:25][C:22]([F:23])([F:24])[C:21]([NH:20][C@@H:16]1[CH2:17][CH2:18][CH2:19][N:13]([C:2]2[N:6]([CH:7]([CH3:9])[CH3:8])[N:5]=[CH:4][C:3]=2[N+:10]([O-:12])=[O:11])[CH2:14][CH2:15]1)=[O:26]. (7) Given the reactants [NH2:1][C:2]1[CH:3]=[C:4]([C:8]2[C:16]3[C:11](=[CH:12][CH:13]=[C:14]([C:17]([NH2:19])=[O:18])[CH:15]=3)[N:10](C3CCCCO3)[N:9]=2)[CH:5]=[CH:6][CH:7]=1.[Cl:26][C:27]1[CH:32]=[C:31]([F:33])[CH:30]=[CH:29][C:28]=1[CH2:34][C:35](O)=[O:36].CCN=C=NCCCN(C)C, predict the reaction product. The product is: [Cl:26][C:27]1[CH:32]=[C:31]([F:33])[CH:30]=[CH:29][C:28]=1[CH2:34][C:35]([NH:1][C:2]1[CH:3]=[C:4]([C:8]2[C:16]3[C:11](=[CH:12][CH:13]=[C:14]([C:17]([NH2:19])=[O:18])[CH:15]=3)[NH:10][N:9]=2)[CH:5]=[CH:6][CH:7]=1)=[O:36]. (8) Given the reactants [CH2:1]([C:5]1(O)[CH2:30][N:9]2[C@H:10]([C:26](C)(C)C)[CH2:11][C:12]3[C:17]([CH:8]2[CH:7](CO[SiH3])[C:6]1=[O:34])=[C:16](OC)[C:15]([O:20][CH3:21])=[C:14]([O:22][CH3:23])[C:13]=3OC)[CH2:2][CH2:3][CH3:4].[F-].C([N+](CCCC)(CCCC)CCCC)CCC.[OH2:54], predict the reaction product. The product is: [CH2:1]([CH:5]1[CH2:30][N:9]2[C@H:10]([CH2:26][OH:54])[CH2:11][C:12]3[C:17]([CH:8]2[CH2:7][C:6]1=[O:34])=[CH:16][C:15]([O:20][CH3:21])=[C:14]([O:22][CH3:23])[CH:13]=3)[CH2:2][CH2:3][CH3:4].